From a dataset of Forward reaction prediction with 1.9M reactions from USPTO patents (1976-2016). Predict the product of the given reaction. Given the reactants [NH:1]([C:13]([O:15][C:16]([CH3:19])([CH3:18])[CH3:17])=[O:14])[C@@H:2]([C:10]([OH:12])=O)[CH2:3][C:4]1[CH:9]=[CH:8][CH:7]=[CH:6][CH:5]=1.[NH:20]1[CH2:34][CH2:33][CH2:32][C@H:21]1[C:22]([O:24][CH2:25][C:26]1[CH:31]=[CH:30][CH:29]=[CH:28][CH:27]=1)=[O:23], predict the reaction product. The product is: [NH:1]([C:13]([O:15][C:16]([CH3:19])([CH3:18])[CH3:17])=[O:14])[C@@H:2]([C:10]([N:20]1[CH2:34][CH2:33][CH2:32][C@H:21]1[C:22]([O:24][CH2:25][C:26]1[CH:27]=[CH:28][CH:29]=[CH:30][CH:31]=1)=[O:23])=[O:12])[CH2:3][C:4]1[CH:5]=[CH:6][CH:7]=[CH:8][CH:9]=1.